Dataset: Peptide-MHC class II binding affinity with 134,281 pairs from IEDB. Task: Regression. Given a peptide amino acid sequence and an MHC pseudo amino acid sequence, predict their binding affinity value. This is MHC class II binding data. (1) The peptide sequence is EKKYFAATQFSPLAA. The MHC is DRB1_1001 with pseudo-sequence DRB1_1001. The binding affinity (normalized) is 0.775. (2) The peptide sequence is PTFAKAMEKLSVLKV. The MHC is DRB1_0301 with pseudo-sequence DRB1_0301. The binding affinity (normalized) is 0.321. (3) The peptide sequence is LVGPTPVNIIGRNLLTQIGC. The MHC is DRB5_0101 with pseudo-sequence DRB5_0101. The binding affinity (normalized) is 0.243. (4) The peptide sequence is SHGIDVTDLFAAQPG. The MHC is DRB1_0101 with pseudo-sequence DRB1_0101. The binding affinity (normalized) is 0.527. (5) The peptide sequence is SVIGALPQGMVLSCQ. The MHC is DRB1_0101 with pseudo-sequence DRB1_0101. The binding affinity (normalized) is 0.524. (6) The peptide sequence is SARYDVALSEQGEFK. The MHC is DRB1_0301 with pseudo-sequence DRB1_0301. The binding affinity (normalized) is 0.617.